The task is: Predict the reaction yield, written as a fraction of the theoretical maximum amount of product (1.0 means a 100% yield; for example, 0.34 means a 34% yield).. This data is from Reaction yield outcomes from USPTO patents with 853,638 reactions. (1) The reactants are [N:1]1([C:6]2[CH:11]=[CH:10][C:9]([C:12](=[O:27])[CH2:13][CH:14]([C:19]3[CH:24]=[C:23]([Cl:25])[CH:22]=[C:21]([Cl:26])[CH:20]=3)[C:15]([F:18])([F:17])[F:16])=[CH:8][CH:7]=2)[CH:5]=[N:4][CH:3]=[N:2]1.[CH3:28][Mg]Br. The catalyst is C1COCC1. The product is [N:1]1([C:6]2[CH:7]=[CH:8][C:9]([C:12]([OH:27])([CH2:13][CH:14]([C:19]3[CH:24]=[C:23]([Cl:25])[CH:22]=[C:21]([Cl:26])[CH:20]=3)[C:15]([F:18])([F:16])[F:17])[CH3:28])=[CH:10][CH:11]=2)[CH:5]=[N:4][CH:3]=[N:2]1. The yield is 0.320. (2) The yield is 0.250. The product is [Br:9][C:4]1[N:3]=[C:2]([C:2]2[CH:7]=[C:6]([CH3:8])[CH:5]=[CH:4][N:10]=2)[CH:7]=[C:6]([CH3:8])[CH:5]=1. The catalyst is C1(C)C=CC=CC=1. The reactants are Br[C:2]1[CH:7]=[C:6]([CH3:8])[CH:5]=[C:4]([Br:9])[N:3]=1.[NH4+:10].[Cl-].